Dataset: Reaction yield outcomes from USPTO patents with 853,638 reactions. Task: Predict the reaction yield, written as a fraction of the theoretical maximum amount of product (1.0 means a 100% yield; for example, 0.34 means a 34% yield). (1) The reactants are F[S:2]([C:5]1[N:6]=[N:7][C:8]([O:11][CH3:12])=[CH:9][CH:10]=1)(=[O:4])=[O:3].[NH:13]1[C:22]2[C:17](=[CH:18][CH:19]=[CH:20][CH:21]=2)[CH2:16][CH2:15][CH2:14]1. No catalyst specified. The product is [CH3:12][O:11][C:8]1[N:7]=[N:6][C:5]([S:2]([N:13]2[C:22]3[CH:17]([CH2:18][CH:19]=[CH:20][CH:21]=3)[CH2:16][CH2:15][CH2:14]2)(=[O:4])=[O:3])=[CH:10][CH:9]=1. The yield is 0.730. (2) The reactants are [CH3:1][O:2][C:3]([C:5]1[S:6][C:7]([CH2:11]Br)=[CH:8][C:9]=1[Br:10])=[O:4].C([O-])(O)=[O:14].[Na+].CCOC(C)=O. The catalyst is CS(C)=O. The product is [CH3:1][O:2][C:3]([C:5]1[S:6][C:7]([CH2:11][OH:14])=[CH:8][C:9]=1[Br:10])=[O:4]. The yield is 0.240.